The task is: Predict the reaction yield, written as a fraction of the theoretical maximum amount of product (1.0 means a 100% yield; for example, 0.34 means a 34% yield).. This data is from Reaction yield outcomes from USPTO patents with 853,638 reactions. (1) The reactants are [CH3:1][C:2]1[CH:7]=[CH:6][N:5]=[C:4]([C:8]2[CH:13]=[CH:12][CH:11]=[CH:10][CH:9]=2)[CH:3]=1.[CH:14]([N-]C(C)C)(C)C.[Li+].CI.[Cl-].[NH4+]. The catalyst is C1COCC1.CCOC(C)=O. The product is [CH2:1]([C:2]1[CH:7]=[CH:6][N:5]=[C:4]([C:8]2[CH:9]=[CH:10][CH:11]=[CH:12][CH:13]=2)[CH:3]=1)[CH3:14]. The yield is 0.635. (2) The reactants are FC(F)(F)S(O[C:7]1[CH:16]=[CH:15][C:10]([C:11]([O:13][CH3:14])=[O:12])=[CH:9][C:8]=1[C:17]([O:19][CH3:20])=[O:18])(=O)=O.CN(C=O)C.[F:28][C:29]1[CH:34]=[CH:33][C:32]([O:35][CH3:36])=[CH:31][C:30]=1B(O)O.C(=O)([O-])[O-].[K+].[K+]. The catalyst is C1C=CC([P]([Pd]([P](C2C=CC=CC=2)(C2C=CC=CC=2)C2C=CC=CC=2)([P](C2C=CC=CC=2)(C2C=CC=CC=2)C2C=CC=CC=2)[P](C2C=CC=CC=2)(C2C=CC=CC=2)C2C=CC=CC=2)(C2C=CC=CC=2)C2C=CC=CC=2)=CC=1.O. The product is [F:28][C:29]1[CH:34]=[CH:33][C:32]([O:35][CH3:36])=[CH:31][C:30]=1[C:7]1[C:8]([C:17]([O:19][CH3:20])=[O:18])=[CH:9][C:10]([C:11]([O:13][CH3:14])=[O:12])=[CH:15][CH:16]=1. The yield is 0.880. (3) The reactants are [CH3:1][N:2]1[CH2:7][CH2:6][N:5]([C:8]2[CH:14]=[CH:13][C:11]([NH2:12])=[CH:10][CH:9]=2)[CH2:4][CH2:3]1.Cl.[F:16][C:17]1[CH:18]=[C:19]2[C:24](=[C:25]([N:27]3[CH2:32][CH2:31][N:30]([CH3:33])[CH2:29][CH2:28]3)[CH:26]=1)[O:23][CH:22]([C:34](O)=[O:35])[CH2:21][CH2:20]2. The catalyst is CO. The product is [F:16][C:17]1[CH:18]=[C:19]2[C:24](=[C:25]([N:27]3[CH2:28][CH2:29][N:30]([CH3:33])[CH2:31][CH2:32]3)[CH:26]=1)[O:23][CH:22]([C:34]([NH:12][C:11]1[CH:13]=[CH:14][C:8]([N:5]3[CH2:4][CH2:3][N:2]([CH3:1])[CH2:7][CH2:6]3)=[CH:9][CH:10]=1)=[O:35])[CH2:21][CH2:20]2. The yield is 0.610. (4) The yield is 0.400. The catalyst is C1COCC1. The product is [CH2:19]([NH:18][C:10]1[C:11]2[N:12]([CH:14]=[CH:15][C:16]=2[Cl:17])[N:13]=[C:8]([C:4]2[CH:3]=[C:2]([NH:1][S:34]([CH3:33])(=[O:36])=[O:35])[CH:7]=[N:6][CH:5]=2)[CH:9]=1)[C:20]1[CH:21]=[CH:22][CH:23]=[CH:24][CH:25]=1. The reactants are [NH2:1][C:2]1[CH:3]=[C:4]([C:8]2[CH:9]=[C:10]([NH:18][CH2:19][C:20]3[CH:25]=[CH:24][CH:23]=[CH:22][CH:21]=3)[C:11]3[N:12]([CH:14]=[CH:15][C:16]=3[Cl:17])[N:13]=2)[CH:5]=[N:6][CH:7]=1.C(N(CC)CC)C.[CH3:33][S:34](Cl)(=[O:36])=[O:35].